Dataset: Reaction yield outcomes from USPTO patents with 853,638 reactions. Task: Predict the reaction yield, written as a fraction of the theoretical maximum amount of product (1.0 means a 100% yield; for example, 0.34 means a 34% yield). (1) The reactants are OC(C(F)(F)F)=O.[NH:8]1[CH2:11][CH:10]([C:12]2[CH:33]=[CH:32][C:15]3[C:16]4[N:17]=[C:18]([C:24]5[N:25]([CH:29]([CH3:31])[CH3:30])[N:26]=[CH:27][N:28]=5)[S:19][C:20]=4[CH2:21][CH2:22][O:23][C:14]=3[CH:13]=2)[CH2:9]1.[C:34](O)(=[O:37])[CH2:35][OH:36]. No catalyst specified. The product is [OH:37][CH2:34][C:35]([N:8]1[CH2:11][CH:10]([C:12]2[CH:33]=[CH:32][C:15]3[C:16]4[N:17]=[C:18]([C:24]5[N:25]([CH:29]([CH3:31])[CH3:30])[N:26]=[CH:27][N:28]=5)[S:19][C:20]=4[CH2:21][CH2:22][O:23][C:14]=3[CH:13]=2)[CH2:9]1)=[O:36]. The yield is 0.270. (2) The reactants are Cl.[CH3:2][O:3][CH2:4][C@H:5]1[C@H:14]2[CH2:15][CH2:16][N:17]([C:18]([C@H:20]3[CH2:25][CH2:24][CH2:23][CH2:22][C@H:21]3[NH2:26])=[O:19])[C@H:13]2[C:12]2[CH:11]=[CH:10][CH:9]=[CH:8][C:7]=2[NH:6]1.C(N(CC)CC)C.[NH:34]1[CH:38]=[CH:37][N:36]=[C:35]1[C:39]1[CH:47]=[CH:46][C:42]([C:43](O)=[O:44])=[CH:41][CH:40]=1.CCOC(OC(OCC)=O)=O. The catalyst is O1CCCC1.O. The product is [NH:34]1[CH:38]=[CH:37][N:36]=[C:35]1[C:39]1[CH:40]=[CH:41][C:42]([C:43]([NH:26][C@@H:21]2[CH2:22][CH2:23][CH2:24][CH2:25][C@@H:20]2[C:18]([N:17]2[C@@H:13]3[C@@H:14]([C@H:5]([CH2:4][O:3][CH3:2])[NH:6][C:7]4[CH:8]=[CH:9][CH:10]=[CH:11][C:12]=43)[CH2:15][CH2:16]2)=[O:19])=[O:44])=[CH:46][CH:47]=1. The yield is 0.610. (3) The catalyst is C1COCC1.[Cu]I. The reactants are I[C:2]1[S:6][CH:5]=[C:4]([C:7]([O:9][CH3:10])=[O:8])[C:3]=1[CH3:11].[H-].[Na+].[CH3:14][C:15]1([CH3:22])[C:19]([CH3:21])([CH3:20])[O:18][BH:17][O:16]1.[Br-].B([O-])[O-].B(O)O. The yield is 0.550. The product is [CH3:11][C:3]1[C:4]([C:7]([O:9][CH3:10])=[O:8])=[CH:5][S:6][C:2]=1[B:17]1[O:18][C:19]([CH3:21])([CH3:20])[C:15]([CH3:22])([CH3:14])[O:16]1. (4) The reactants are [Cl:1][C:2]1[CH:3]=[N:4][C:5]([C:12]2[CH:17]=[CH:16][CH:15]=[C:14]([F:18])[CH:13]=2)=[C:6]([CH:11]=1)[C:7]([O:9][CH3:10])=[O:8].[NH2:19]OS(C1C(C)=CC(C)=CC=1C)(=O)=O.[C:33]([O:37][C:38]([CH3:41])([CH3:40])[CH3:39])(=[O:36])[C:34]#[CH:35].CN(C)C=O.C(=O)([O-])[O-].[K+].[K+]. The catalyst is C(#N)C.C(OCC)(=O)C. The product is [Cl:1][C:2]1[C:3]2[N:4]([N:19]=[CH:35][C:34]=2[C:33]([O:37][C:38]([CH3:41])([CH3:40])[CH3:39])=[O:36])[C:5]([C:12]2[CH:17]=[CH:16][CH:15]=[C:14]([F:18])[CH:13]=2)=[C:6]([C:7]([O:9][CH3:10])=[O:8])[CH:11]=1. The yield is 0.300. (5) The reactants are Br[C:2]1[N:7]=[CH:6][C:5]([NH:8][C:9]([NH:11][CH2:12][CH2:13][CH2:14][CH2:15][N:16]2[CH2:21][CH2:20][CH2:19][CH2:18][CH2:17]2)=[O:10])=[CH:4][CH:3]=1.[CH3:22][O:23][C:24]1[CH:29]=[CH:28][CH:27]=[CH:26][C:25]=1B(O)O.C(=O)([O-])[O-].[Na+].[Na+]. The catalyst is C(#N)C.C1C=CC([P]([Pd]([P](C2C=CC=CC=2)(C2C=CC=CC=2)C2C=CC=CC=2)([P](C2C=CC=CC=2)(C2C=CC=CC=2)C2C=CC=CC=2)[P](C2C=CC=CC=2)(C2C=CC=CC=2)C2C=CC=CC=2)(C2C=CC=CC=2)C2C=CC=CC=2)=CC=1. The product is [CH3:22][O:23][C:24]1[CH:29]=[CH:28][CH:27]=[CH:26][C:25]=1[C:2]1[N:7]=[CH:6][C:5]([NH:8][C:9]([NH:11][CH2:12][CH2:13][CH2:14][CH2:15][N:16]2[CH2:21][CH2:20][CH2:19][CH2:18][CH2:17]2)=[O:10])=[CH:4][CH:3]=1. The yield is 0.196. (6) The reactants are CN(C(/N=N/C(N(C)C)=O)=O)C.C(OC([N:20]1[CH2:25][CH2:24][N:23]([C:26]2[C:27]([O:32]CCO)=[N:28][CH:29]=[CH:30][N:31]=2)[CH2:22][CH2:21]1)=O)(C)(C)C.[C:36]1(P(C2C=CC=CC=2)C2C=CC=CC=2)C=CC=C[CH:37]=1.[Cl:55][C:56]1[C:61]([Cl:62])=[CH:60][CH:59]=[CH:58][C:57]=1[OH:63]. The catalyst is C1COCC1. The product is [Cl:55][C:56]1[C:61]([Cl:62])=[CH:60][CH:59]=[CH:58][C:57]=1[O:63][CH2:36][CH2:37][N:28]1[CH:29]=[CH:30][N:31]=[C:26]([N:23]2[CH2:22][CH2:21][NH:20][CH2:25][CH2:24]2)[C:27]1=[O:32]. The yield is 0.160. (7) The reactants are [O:1]1[CH2:7][CH2:6][CH2:5][N:4]([CH2:8][C:9]#[N:10])[CH2:3][CH2:2]1. The catalyst is CCO.[Ni]. The product is [O:1]1[CH2:7][CH2:6][CH2:5][N:4]([CH2:8][CH2:9][NH2:10])[CH2:3][CH2:2]1. The yield is 0.910.